This data is from Catalyst prediction with 721,799 reactions and 888 catalyst types from USPTO. The task is: Predict which catalyst facilitates the given reaction. (1) Reactant: [CH3:1][C:2]1[CH:8]=[C:7]([N+:9]([O-:11])=[O:10])[CH:6]=[CH:5][C:3]=1[NH2:4].[C:12](Cl)(=[O:19])[C:13]1[CH:18]=[CH:17][CH:16]=[CH:15][CH:14]=1. Product: [CH3:1][C:2]1[CH:8]=[C:7]([N+:9]([O-:11])=[O:10])[CH:6]=[CH:5][C:3]=1[NH:4][C:12](=[O:19])[C:13]1[CH:18]=[CH:17][CH:16]=[CH:15][CH:14]=1. The catalyst class is: 11. (2) Product: [CH3:21][C:11]1([CH3:18])[CH2:10][C:9]2[C:13](=[CH:14][CH:15]=[CH:16][C:8]=2[CH2:7][CH:2]([CH3:1])[C:3]([OH:5])=[O:4])[C:12]1=[O:17]. Reactant: [CH3:1][CH:2]([CH2:7][C:8]1[CH:16]=[CH:15][CH:14]=[C:13]2[C:9]=1[CH2:10][CH:11]([CH3:18])[C:12]2=[O:17])[C:3]([O:5]C)=[O:4].CI.[C:21](O[K])(C)(C)C. The catalyst class is: 1.